Dataset: Reaction yield outcomes from USPTO patents with 853,638 reactions. Task: Predict the reaction yield, written as a fraction of the theoretical maximum amount of product (1.0 means a 100% yield; for example, 0.34 means a 34% yield). (1) The reactants are [F:1][C:2]([F:7])([F:6])[C:3]([OH:5])=[O:4].NCCCOC1C=CC(NC(=O)[C@@H](NC(=O)CNC(=O)C2C=CC=C(NC(N)=N)C=2)CC(O)=O)=CC=1.C(OC([NH:51][CH2:52][CH2:53][O:54][C:55]1[CH:60]=[CH:59][C:58]([NH:61][C:62](=[O:103])[C@@H:63]([NH:72][C:73](=[O:102])[CH2:74][NH:75][C:76](=[O:101])[C:77]2[CH:82]=[CH:81][CH:80]=[C:79]([N:83]=[C:84]([NH:93]C(=O)OC(C)(C)C)[NH:85]C(=O)OC(C)(C)C)[CH:78]=2)[CH2:64][C:65]([O:67]C(C)(C)C)=[O:66])=[CH:57][CH:56]=1)=O)(C)(C)C. No catalyst specified. The product is [F:1][C:2]([F:7])([F:6])[C:3]([OH:5])=[O:4].[NH2:51][CH2:52][CH2:53][O:54][C:55]1[CH:60]=[CH:59][C:58]([NH:61][C:62](=[O:103])[C@@H:63]([NH:72][C:73](=[O:102])[CH2:74][NH:75][C:76](=[O:101])[C:77]2[CH:82]=[CH:81][CH:80]=[C:79]([NH:83][C:84]([NH2:93])=[NH:85])[CH:78]=2)[CH2:64][C:65]([OH:67])=[O:66])=[CH:57][CH:56]=1. The yield is 0.510. (2) The reactants are P([O-])([O-])([O-])=O.C([O-])(O)=O.[Na+].[OH:11][C:12]1[CH:19]=[C:18]([OH:20])[CH:17]=[CH:16][C:13]=1[C:14]#[N:15].O.Cl.N[C@H:24]([C:27]([OH:29])=[O:28])[CH2:25][SH:26]. The catalyst is CO. The product is [OH:11][C:12]1[CH:19]=[C:18]([OH:20])[CH:17]=[CH:16][C:13]=1[C:14]1[S:26][CH2:25][CH:24]([C:27]([OH:29])=[O:28])[N:15]=1. The yield is 0.690. (3) The reactants are [CH:1]1([NH:4][C:5](=[O:18])[C:6]([C:16]#[N:17])=[N:7][NH:8][C:9]2[CH:14]=[CH:13][CH:12]=[CH:11][C:10]=2[Br:15])[CH2:3][CH2:2]1.[Cl-].[Al+3].[Cl-].[Cl-].[C@H](O)(C([O-])=O)[C@@H](O)C([O-])=O.[Na+].[K+]. The catalyst is C1(C)C=CC=CC=1.C(OCC)(=O)C. The product is [NH2:17][C:16]1[C:14]2[C:9](=[C:10]([Br:15])[CH:11]=[CH:12][CH:13]=2)[N:8]=[N:7][C:6]=1[C:5]([NH:4][CH:1]1[CH2:3][CH2:2]1)=[O:18]. The yield is 0.520. (4) The reactants are [Cl:1][C:2]([Cl:28])([Cl:27])[CH2:3][O:4][C:5]([C@@H:7]1[CH2:12][CH2:11][CH2:10][N:9]([C:13]([O:15]C(C)(C)C)=O)[N:8]1C(OC(C)(C)C)=O)=[O:6].FC(F)(F)C(O)=O.[C:36]([O:40][C:41]([NH:43][C@@H:44]([CH2:48][O:49][Si:50]([C:63]([CH3:66])([CH3:65])[CH3:64])([C:57]1[CH:62]=[CH:61][CH:60]=[CH:59][CH:58]=1)[C:51]1[CH:56]=[CH:55][CH:54]=[CH:53][CH:52]=1)C(O)=O)=[O:42])([CH3:39])([CH3:38])[CH3:37].C(N(CC)C(C)C)(C)C.C[NH3+].F[P-](F)(F)(F)(F)F.N1(OC(N(C)C)=[N+](C)C)C2N=CC=CC=2N=N1.F[P-](F)(F)(F)(F)F. The catalyst is ClCCl.C(#N)C. The product is [Cl:28][C:2]([Cl:1])([Cl:27])[CH2:3][O:4][C:5]([C@@H:7]1[CH2:12][CH2:11][CH2:10][N:9]([C:13](=[O:15])[C@@H:44]([NH:43][C:41]([O:40][C:36]([CH3:39])([CH3:38])[CH3:37])=[O:42])[CH2:48][O:49][Si:50]([C:63]([CH3:66])([CH3:65])[CH3:64])([C:57]2[CH:58]=[CH:59][CH:60]=[CH:61][CH:62]=2)[C:51]2[CH:56]=[CH:55][CH:54]=[CH:53][CH:52]=2)[NH:8]1)=[O:6]. The yield is 0.490. (5) The reactants are [Br:1][C:2]1[CH:7]=[CH:6][C:5]([O:8][CH3:9])=[CH:4][C:3]=1[OH:10].C([O-])([O-])=O.[K+].[K+].[CH3:17][O:18][CH2:19]Cl. The catalyst is CC(C)=O. The product is [Br:1][C:2]1[CH:7]=[CH:6][C:5]([O:8][CH3:9])=[CH:4][C:3]=1[O:10][CH2:17][O:18][CH3:19]. The yield is 0.920. (6) The catalyst is O1CCOCC1. The reactants are [Cl:1][C:2]1[C:7](F)=[C:6]([C:9]2[C:10]([NH:16][CH:17]3[CH2:21][CH2:20][CH2:19][CH2:18]3)=[N:11][C:12]([NH2:15])=[N:13][CH:14]=2)[CH:5]=[CH:4][N:3]=1.[Li+].C[Si]([N-][Si](C)(C)C)(C)C.C1COCC1.C([O-])(O)=O.[Na+]. The yield is 0.552. The product is [Cl:1][C:2]1[C:7]2[N:16]([CH:17]3[CH2:21][CH2:20][CH2:19][CH2:18]3)[C:10]3[N:11]=[C:12]([NH2:15])[N:13]=[CH:14][C:9]=3[C:6]=2[CH:5]=[CH:4][N:3]=1. (7) The reactants are C([O:3][C:4]([CH:6]1[CH2:10][CH2:9][S:8](=[O:12])(=[O:11])[N:7]1[CH2:13][C:14]1[N:15]=[C:16]([CH2:19][O:20][C:21]2[CH:26]=[CH:25][C:24]([C:27]3[CH:32]=[C:31]([F:33])[C:30]([F:34])=[CH:29][C:28]=3[F:35])=[CH:23][CH:22]=2)[S:17][CH:18]=1)=[O:5])C.O.[OH-].[Li+].C1COCC1.Cl. The catalyst is O. The product is [O:12]=[S:8]1(=[O:11])[CH2:9][CH2:10][CH:6]([C:4]([OH:5])=[O:3])[N:7]1[CH2:13][C:14]1[N:15]=[C:16]([CH2:19][O:20][C:21]2[CH:26]=[CH:25][C:24]([C:27]3[CH:32]=[C:31]([F:33])[C:30]([F:34])=[CH:29][C:28]=3[F:35])=[CH:23][CH:22]=2)[S:17][CH:18]=1. The yield is 0.891. (8) The reactants are Cl[C:2]1[N:7]=[C:6]([N:8]([C:10]2[CH:15]=[CH:14][CH:13]=[C:12]([Cl:16])[N:11]=2)[CH3:9])[CH:5]=[CH:4][N:3]=1.[N:17]1([C:23]2[CH:24]=[C:25]([CH:27]=[C:28]([N:30]3[CH2:35][CH2:34][O:33][CH2:32][CH2:31]3)[CH:29]=2)[NH2:26])[CH2:22][CH2:21][O:20][CH2:19][CH2:18]1.Cl. The catalyst is CC(O)C.[OH-].[NH4+]. The product is [Cl:16][C:12]1[N:11]=[C:10]([N:8]([CH3:9])[C:6]2[CH:5]=[CH:4][N:3]=[C:2]([NH:26][C:25]3[CH:24]=[C:23]([N:17]4[CH2:22][CH2:21][O:20][CH2:19][CH2:18]4)[CH:29]=[C:28]([N:30]4[CH2:35][CH2:34][O:33][CH2:32][CH2:31]4)[CH:27]=3)[N:7]=2)[CH:15]=[CH:14][CH:13]=1. The yield is 0.670. (9) The reactants are [C:1]1([CH2:7][CH2:8][NH:9][C:10]2[CH:16]=[CH:15][C:14]([C:17]3[O:18][C:19]4[CH:25]=[CH:24][CH:23]=[CH:22][C:20]=4[N:21]=3)=[CH:13][C:11]=2[NH2:12])[CH:6]=[CH:5][CH:4]=[CH:3][CH:2]=1.CO[C:28](OC)(OC)[CH3:29]. The catalyst is CO. The product is [O:18]1[C:19]2[CH:25]=[CH:24][CH:23]=[CH:22][C:20]=2[N:21]=[C:17]1[C:14]1[CH:15]=[CH:16][C:10]2[N:9]([CH2:8][CH2:7][C:1]3[CH:2]=[CH:3][CH:4]=[CH:5][CH:6]=3)[C:28]([CH3:29])=[N:12][C:11]=2[CH:13]=1. The yield is 0.660. (10) The reactants are [NH2:1][C:2]1[C:3]([CH3:13])=[C:4]([CH:9]=[C:10]([Br:12])[CH:11]=1)[C:5]([O:7][CH3:8])=[O:6].[C:14]([O-:17])(=O)[CH3:15].[K+].C(OC(=O)C)(=O)C.[N:26](OC(C)(C)C)=O.C1OCCOCCOCCOCCOCCOC1. The catalyst is C(Cl)(Cl)Cl. The product is [C:14]([N:1]1[C:2]2[CH:11]=[C:10]([Br:12])[CH:9]=[C:4]([C:5]([O:7][CH3:8])=[O:6])[C:3]=2[CH:13]=[N:26]1)(=[O:17])[CH3:15]. The yield is 0.983.